From a dataset of HIV replication inhibition screening data with 41,000+ compounds from the AIDS Antiviral Screen. Binary Classification. Given a drug SMILES string, predict its activity (active/inactive) in a high-throughput screening assay against a specified biological target. (1) The drug is CN(C)Cc1cc(C(=O)C=Cc2ccccc2Cl)cc(CN(C)C)c1O.Cl. The result is 0 (inactive). (2) The drug is O=S(=O)(O)c1cc(N=Nc2ccc(O)c3ncccc23)ccc1CCc1ccc(N=Nc2ccc(O)c3ncccc23)cc1S(=O)(=O)O.[NaH]. The result is 1 (active). (3) The drug is Sc1ccc2nncc(S)c2c1. The result is 0 (inactive). (4) The molecule is CCOC(=O)C(CC1OC(C)(C)OC1C1COC(C)(C)O1)=NO. The result is 0 (inactive). (5) The drug is CC(CC(=O)Nc1ccc([N+](=O)[O-])cc1)=NNc1ccc([N+](=O)[O-])cc1[N+](=O)[O-]. The result is 0 (inactive).